Dataset: Reaction yield outcomes from USPTO patents with 853,638 reactions. Task: Predict the reaction yield, written as a fraction of the theoretical maximum amount of product (1.0 means a 100% yield; for example, 0.34 means a 34% yield). (1) The catalyst is C(#N)C.C(OCC)(=O)C.[Cu](I)I. The product is [OH:38][CH2:35][C:36]1[N:3]=[N:2][N:1]([CH2:4][C:5]2[CH:14]=[N:13][C:12]3[C:11]([N:15]4[CH2:20][CH2:19][O:18][CH2:17][CH2:16]4)=[N:10][C:9]([C:21]4[CH:22]=[C:23]([OH:27])[CH:24]=[CH:25][CH:26]=4)=[N:8][C:7]=3[CH:6]=2)[CH:37]=1. The yield is 0.510. The reactants are [N:1]([CH2:4][C:5]1[CH:14]=[N:13][C:12]2[C:11]([N:15]3[CH2:20][CH2:19][O:18][CH2:17][CH2:16]3)=[N:10][C:9]([C:21]3[CH:22]=[C:23]([OH:27])[CH:24]=[CH:25][CH:26]=3)=[N:8][C:7]=2[CH:6]=1)=[N+:2]=[N-:3].C(N(CC)CC)C.[CH2:35]([OH:38])[C:36]#[CH:37]. (2) The reactants are [NH2:1][C:2]([CH3:6])=[CH:3][C:4]#[N:5].CC1(C)[O:13][C:12](=O)[CH:11]=[C:10]([CH3:15])O1. The catalyst is CCOC(C)=O. The product is [CH3:6][C:2]1[NH:1][C:10]([CH3:15])=[CH:11][C:12](=[O:13])[C:3]=1[C:4]#[N:5]. The yield is 0.194. (3) The reactants are [CH3:1][O:2][C:3]1[CH:4]=[CH:5][C:6]([NH:9][C:10]([NH:12]C(=O)OCC)=S)=[N:7][CH:8]=1.[Cl-].O[NH3+].C([N:24](CC)C(C)C)(C)C.C(O)C. The catalyst is CO. The product is [CH3:1][O:2][C:3]1[CH:4]=[CH:5][C:6]2[N:7]([N:24]=[C:10]([NH2:12])[N:9]=2)[CH:8]=1. The yield is 0.920. (4) The yield is 0.940. The catalyst is C1COCC1. The reactants are [CH3:1][O:2][C:3](=[O:20])[C:4]1[CH:9]=[CH:8][C:7]([NH:10][C:11]([C@H:13]2[CH2:17][C@@H:16]([O:18][CH3:19])[CH2:15][NH:14]2)=[O:12])=[CH:6][CH:5]=1.C(N(CC)C(C)C)(C)C.[Cl:30][C:31]1[CH:36]=[CH:35][C:34]([N:37]=[C:38]=[O:39])=[CH:33][CH:32]=1. The product is [CH3:1][O:2][C:3](=[O:20])[C:4]1[CH:5]=[CH:6][C:7]([NH:10][C:11]([C@H:13]2[CH2:17][C@@H:16]([O:18][CH3:19])[CH2:15][N:14]2[C:38](=[O:39])[NH:37][C:34]2[CH:35]=[CH:36][C:31]([Cl:30])=[CH:32][CH:33]=2)=[O:12])=[CH:8][CH:9]=1.